Task: Predict the reactants needed to synthesize the given product.. Dataset: Full USPTO retrosynthesis dataset with 1.9M reactions from patents (1976-2016) (1) Given the product [CH3:44][O:43][C:40]1[CH:41]=[CH:42][C:37]([C:35]([C:33]2[S:34][C:27]3[N:26]([CH2:25][CH2:24][CH2:23][NH:20][S:59]([C:53]4[CH:58]=[CH:57][CH:56]=[CH:55][CH:54]=4)(=[O:61])=[O:60])[C:30]([CH3:31])=[CH:29][C:28]=3[CH:32]=2)=[O:36])=[CH:38][CH:39]=1, predict the reactants needed to synthesize it. The reactants are: C1(P(C2C=CC=CC=2)C2C=CC=CC=2)C=CC=CC=1.[N:20]([CH2:23][CH2:24][CH2:25][N:26]1[C:30]([CH3:31])=[CH:29][C:28]2[CH:32]=[C:33]([C:35]([C:37]3[CH:42]=[CH:41][C:40]([O:43][CH3:44])=[CH:39][CH:38]=3)=[O:36])[S:34][C:27]1=2)=[N+]=[N-].O.C(N(CC)CC)C.[C:53]1([S:59](Cl)(=[O:61])=[O:60])[CH:58]=[CH:57][CH:56]=[CH:55][CH:54]=1. (2) The reactants are: [S:1]([N:11]1[C:15]2=[N:16][CH:17]=[C:18]([NH:20][NH:21][C:22]([C@@H:24]3[CH2:28][CH2:27][C@@H:26]([NH:29]C(=O)OC(C)(C)C)[CH2:25]3)=O)[N:19]=[C:14]2[CH:13]=[CH:12]1)([C:4]1[CH:10]=[CH:9][C:7]([CH3:8])=[CH:6][CH:5]=1)(=[O:3])=[O:2].CCN(C(C)C)C(C)C.O=S(Cl)Cl. Given the product [S:1]([N:11]1[C:15]2[N:16]=[CH:17][C:18]3[N:19]([C:22]([C@@H:24]4[CH2:28][CH2:27][C@@H:26]([NH2:29])[CH2:25]4)=[N:21][N:20]=3)[C:14]=2[CH:13]=[CH:12]1)([C:4]1[CH:10]=[CH:9][C:7]([CH3:8])=[CH:6][CH:5]=1)(=[O:2])=[O:3], predict the reactants needed to synthesize it. (3) Given the product [F:1][C:2]1[C:21]([NH:22][C:23]([NH:25][C:26]2[CH:31]=[CH:30][N:29]=[C:28]([CH3:32])[CH:27]=2)=[O:24])=[CH:20][CH:19]=[CH:18][C:3]=1[CH2:4][N:5]1[CH2:10][CH2:9][N:8]([C:11]([O:13][CH3:14])=[O:12])[CH2:7][CH2:6]1, predict the reactants needed to synthesize it. The reactants are: [F:1][C:2]1[C:21]([NH:22][C:23]([NH:25][C:26]2[CH:31]=[CH:30][N:29]=[C:28]([CH3:32])[CH:27]=2)=[O:24])=[CH:20][CH:19]=[CH:18][C:3]=1[CH2:4][N:5]1[CH2:10][CH2:9][N:8]([C:11]([O:13][C:14](C)(C)C)=[O:12])[CH2:7][CH2:6]1.Cl.CCN(CC)CC.ClC(OC)=O.